This data is from Full USPTO retrosynthesis dataset with 1.9M reactions from patents (1976-2016). The task is: Predict the reactants needed to synthesize the given product. Given the product [NH2:20][C:19]1[N:40]([CH:36]2[CH2:37][CH2:38][CH2:39][N:34]([C:32]([O:31][CH2:24][C:25]3[CH:30]=[CH:29][CH:28]=[CH:27][CH:26]=3)=[O:33])[CH2:35]2)[N:41]=[C:15]([C:12]2[CH:13]=[CH:14][C:9]([O:8][Si:1]([C:4]([CH3:5])([CH3:7])[CH3:6])([CH3:2])[CH3:3])=[CH:10][CH:11]=2)[C:16]=1[C:17]#[N:18], predict the reactants needed to synthesize it. The reactants are: [Si:1]([O:8][C:9]1[CH:14]=[CH:13][C:12]([C:15](OC)=[C:16]([C:19]#[N:20])[C:17]#[N:18])=[CH:11][CH:10]=1)([C:4]([CH3:7])([CH3:6])[CH3:5])([CH3:3])[CH3:2].Cl.[CH2:24]([O:31][C:32]([N:34]1[CH2:39][CH2:38][CH2:37][CH:36]([NH:40][NH2:41])[CH2:35]1)=[O:33])[C:25]1[CH:30]=[CH:29][CH:28]=[CH:27][CH:26]=1.C(N(CC)CC)C.